This data is from NCI-60 drug combinations with 297,098 pairs across 59 cell lines. The task is: Regression. Given two drug SMILES strings and cell line genomic features, predict the synergy score measuring deviation from expected non-interaction effect. Drug 1: COC1=CC(=CC(=C1O)OC)C2C3C(COC3=O)C(C4=CC5=C(C=C24)OCO5)OC6C(C(C7C(O6)COC(O7)C8=CC=CS8)O)O. Drug 2: CC1=C(C(=O)C2=C(C1=O)N3CC4C(C3(C2COC(=O)N)OC)N4)N. Cell line: M14. Synergy scores: CSS=58.6, Synergy_ZIP=-8.39, Synergy_Bliss=-3.38, Synergy_Loewe=-6.05, Synergy_HSA=0.0369.